Dataset: Forward reaction prediction with 1.9M reactions from USPTO patents (1976-2016). Task: Predict the product of the given reaction. (1) Given the reactants [C:1]([C:5]1[CH:10]=[CH:9][C:8]([C:11]2[O:15][C:14]([NH:16][C:17]3[CH:18]=[CH:19][CH:20]=[C:21]4[C:26]=3[CH2:25][CH:24]([OH:27])[CH2:23][CH2:22]4)=[N:13][CH:12]=2)=[CH:7][CH:6]=1)([CH3:4])([CH3:3])[CH3:2].[C:28](OC(=O)C)(=[O:30])[CH3:29].C(N(CC)CC)C, predict the reaction product. The product is: [C:1]([C:5]1[CH:10]=[CH:9][C:8]([C:11]2[O:15][C:14]([N:16]([C:17]3[C:26]4[CH2:25][CH:24]([OH:27])[CH2:23][CH2:22][C:21]=4[CH:20]=[CH:19][CH:18]=3)[C:28](=[O:30])[CH3:29])=[N:13][CH:12]=2)=[CH:7][CH:6]=1)([CH3:4])([CH3:2])[CH3:3]. (2) The product is: [CH2:35]([CH:30]1[CH:31]=[C:32]([CH3:34])[CH2:33][CH:2]([CH3:1])[CH2:3][CH:4]([O:56][CH3:57])[CH:5]2[O:10][C:9]([OH:52])([CH:8]([CH3:53])[CH2:7][CH:6]2[O:54][CH3:55])[C:11](=[O:12])[C:13](=[O:14])[N:15]2[CH:20]([CH2:19][CH2:18][CH2:17][CH2:16]2)[C:21](=[O:22])[O:23][CH:24]([C:40]([CH3:51])=[CH:41][CH:42]2[CH2:43][CH2:44][CH:45]([O:50][C:65](=[O:66])[C:64]3[CH:63]=[CH:62][C:61]([N+:58]([O-:60])=[O:59])=[CH:69][CH:68]=3)[CH:46]([O:48][CH3:49])[CH2:47]2)[CH:25]([CH3:39])[CH:26]([OH:38])[CH2:27][C:28]1=[O:29])[CH:36]=[CH2:37]. Given the reactants [CH3:1][C@H:2]1[CH2:33][C:32]([CH3:34])=[CH:31][C@@H:30]([CH2:35][CH:36]=[CH2:37])[C:28](=[O:29])[CH2:27][C@H:26]([OH:38])[C@@H:25]([CH3:39])[C@@H:24](/[C:40](/[CH3:51])=[CH:41]/[C@H:42]2[CH2:47][C@@H:46]([O:48][CH3:49])[C@H:45]([OH:50])[CH2:44][CH2:43]2)[O:23][C:21](=[O:22])[C@H:20]2[N:15]([CH2:16][CH2:17][CH2:18][CH2:19]2)[C:13](=[O:14])[C:11](=[O:12])[C@:9]2([OH:52])[O:10][C@@H:5]([C@@H:6]([O:54][CH3:55])[CH2:7][C@H:8]2[CH3:53])[C@@H:4]([O:56][CH3:57])[CH2:3]1.[N+:58]([C:61]1[CH:69]=[CH:68][C:64]([C:65](Cl)=[O:66])=[CH:63][CH:62]=1)([O-:60])=[O:59], predict the reaction product. (3) Given the reactants N#N.Cl[C:4]1[N:5]=[N+:6]([O-:20])[C:7]2[CH:16]=[C:15]3[C:11]([CH2:12][CH:13]([N:17]([CH3:19])[CH3:18])[CH2:14]3)=[CH:10][C:8]=2[N:9]=1.[Sn](CC)(CC)(CC)[CH2:22][CH3:23], predict the reaction product. The product is: [CH3:18][N:17]([CH3:19])[CH:13]1[CH2:12][C:11]2[C:15](=[CH:16][C:7]3[N+:6]([O-:20])=[N:5][C:4]([CH2:22][CH3:23])=[N:9][C:8]=3[CH:10]=2)[CH2:14]1. (4) Given the reactants [CH:1]1([CH2:4][O:5][C:6]2[N:11]=[C:10]([C:12]([OH:14])=O)[CH:9]=[CH:8][C:7]=2[N:15]2[CH2:18][C:17]([F:20])([F:19])[CH2:16]2)[CH2:3][CH2:2]1.C1(N(C2N=C(C)ON=2)C)CC1.[CH:32]1([CH2:35][C@H:36]([NH2:43])[C:37]2[N:41]=[C:40]([CH3:42])[O:39][N:38]=2)[CH2:34]C1, predict the reaction product. The product is: [CH:35]1([CH:36]([NH:43][C:12]([C:10]2[CH:9]=[CH:8][C:7]([N:15]3[CH2:18][C:17]([F:20])([F:19])[CH2:16]3)=[C:6]([O:5][CH2:4][CH:1]3[CH2:2][CH2:3]3)[N:11]=2)=[O:14])[C:37]2[N:41]=[C:40]([CH3:42])[O:39][N:38]=2)[CH2:32][CH2:34]1. (5) The product is: [F:34][C:35]([F:37])([F:36])[C:20]1[N:19]([C:28]2[N:27]=[CH:26][N:25]=[C:23]([OH:24])[C:22]=2[N:21]=1)[C@@H:6]1[O:7][C@H:8]([CH2:14][O:15][C:16](=[O:18])[CH3:17])[C@@H:9]([O:10][C:11](=[O:13])[CH3:12])[C@H:5]1[O:4][C:1](=[O:3])[CH3:2]. Given the reactants [C:1]([O:4][C@@H:5]1[C@H:9]([O:10][C:11](=[O:13])[CH3:12])[C@@H:8]([CH2:14][O:15][C:16](=[O:18])[CH3:17])[O:7][C@H:6]1[N:19]1[C:28]2[N:27]=[CH:26][N:25]=[C:23]([OH:24])[C:22]=2[N:21]=[CH:20]1)(=[O:3])[CH3:2].S(=O)(=O)(O)O.[F:34][C:35](I)([F:37])[F:36].OO, predict the reaction product. (6) Given the reactants [Br:1][C:2]1[N:7]=C(NC)[CH:5]=[CH:4][CH:3]=1.C(N(C(C)C)CC)(C)C.ClC(OC1C=CC([N+]([O-])=O)=CC=1)=O.[CH2:32]([NH2:39])[CH2:33][CH2:34][CH2:35][CH2:36][CH2:37][CH3:38].[CH3:40][N:41]([CH3:44])[CH:42]=[O:43], predict the reaction product. The product is: [Br:1][C:2]1[N:7]=[C:40]([N:41]([CH3:44])[C:42]([NH:39][CH2:32][CH2:33][CH2:34][CH2:35][CH2:36][CH2:37][CH3:38])=[O:43])[CH:5]=[CH:4][CH:3]=1. (7) The product is: [C:1]([C:5]1[CH:13]=[CH:12][C:8]([C:9]([NH:14][C:15]([CH3:19])([CH3:18])[CH2:16][OH:17])=[O:10])=[CH:7][CH:6]=1)([CH3:4])([CH3:3])[CH3:2]. Given the reactants [C:1]([C:5]1[CH:13]=[CH:12][C:8]([C:9](Cl)=[O:10])=[CH:7][CH:6]=1)([CH3:4])([CH3:3])[CH3:2].[NH2:14][C:15]([CH3:19])([CH3:18])[CH2:16][OH:17], predict the reaction product. (8) Given the reactants [OH:1][C@H:2]([C@@H:20]([NH:28]C(=O)C(F)(F)F)[CH2:21][C:22]1[CH:27]=[CH:26][CH:25]=[CH:24][CH:23]=1)[CH2:3][N:4]([CH2:13][C:14]1[CH:19]=[CH:18][CH:17]=[CH:16][CH:15]=1)[NH:5][C:6]([O:8][C:9]([CH3:12])([CH3:11])[CH3:10])=[O:7].C([O-])([O-])=O.[K+].[K+], predict the reaction product. The product is: [OH:1][C@H:2]([C@@H:20]([NH2:28])[CH2:21][C:22]1[CH:23]=[CH:24][CH:25]=[CH:26][CH:27]=1)[CH2:3][N:4]([CH2:13][C:14]1[CH:19]=[CH:18][CH:17]=[CH:16][CH:15]=1)[NH:5][C:6]([O:8][C:9]([CH3:12])([CH3:10])[CH3:11])=[O:7]. (9) Given the reactants [CH2:1]([N:5]1[CH:10]=[CH:9][C:8]([O:11][S:12]([C:15]([F:18])([F:17])[F:16])(=[O:14])=[O:13])=[C:7]([Cl:19])[C:6]1=[O:20])[CH2:2][CH2:3][CH3:4].[CH:21]1(CN2C=CC(O)=CC2=O)CC1.C(N1C=CC(O)=CC1=O)CCC.C(OC1C=CNC(=O)C=1)C1C=CC=CC=1.C1(CBr)CC1, predict the reaction product. The product is: [Cl:19][C:7]1[C:6](=[O:20])[N:5]([CH2:1][CH2:2][CH:3]([CH3:21])[CH3:4])[CH:10]=[CH:9][C:8]=1[O:11][S:12]([C:15]([F:16])([F:17])[F:18])(=[O:14])=[O:13].